This data is from Full USPTO retrosynthesis dataset with 1.9M reactions from patents (1976-2016). The task is: Predict the reactants needed to synthesize the given product. (1) Given the product [O:1]=[C:2]1[C:10]2([CH2:11][CH2:12][CH2:13][CH2:14][CH2:15]2)[C:9]2[C:4](=[CH:5][CH:6]=[C:7]([C:16]3[CH:17]=[C:18]([CH:22]=[CH:23][CH:24]=3)[C:19]#[N:20])[CH:8]=2)[NH:3]1, predict the reactants needed to synthesize it. The reactants are: [O:1]=[C:2]1[C:10]2([CH2:15][CH2:14][CH2:13][CH2:12][CH2:11]2)[C:9]2[C:4](=[CH:5][CH:6]=[C:7]([C:16]3[CH:17]=[C:18]([CH:22]=[CH:23][CH:24]=3)[CH:19]=[N:20]O)[CH:8]=2)[NH:3]1.[Se](=O)=O. (2) Given the product [Cl:26][C:27]1[C:28]([C:7]2[CH:12]=[CH:11][C:10]([F:13])=[C:9]([NH:14][CH2:15][C:16]3([C:22]#[N:23])[CH2:17][CH2:18][O:19][CH2:20][CH2:21]3)[N:8]=2)=[CH:29][C:30]([F:33])=[N:31][CH:32]=1, predict the reactants needed to synthesize it. The reactants are: FC(F)(F)S(O[C:7]1[CH:12]=[CH:11][C:10]([F:13])=[C:9]([NH:14][CH2:15][C:16]2([C:22]#[N:23])[CH2:21][CH2:20][O:19][CH2:18][CH2:17]2)[N:8]=1)(=O)=O.[Cl:26][C:27]1[C:28](B(O)O)=[CH:29][C:30]([F:33])=[N:31][CH:32]=1.C(=O)([O-])[O-].[Na+].[Na+]. (3) Given the product [CH3:23][C:22]1[C:18]([N:12]([S:9](=[O:11])(=[O:10])[NH2:8])[CH2:13][C:14]([O:16][CH3:17])=[O:15])=[CH:19][S:20][C:21]=1[C:24]1[CH:29]=[CH:28][CH:27]=[C:26]([N+:30]([O-:32])=[O:31])[CH:25]=1, predict the reactants needed to synthesize it. The reactants are: C(OC([NH:8][S:9]([N:12]([C:18]1[C:22]([CH3:23])=[C:21]([C:24]2[CH:29]=[CH:28][CH:27]=[C:26]([N+:30]([O-:32])=[O:31])[CH:25]=2)[S:20][CH:19]=1)[CH2:13][C:14]([O:16][CH3:17])=[O:15])(=[O:11])=[O:10])=O)(C)(C)C.C(O)(C(F)(F)F)=O. (4) Given the product [Cl:15][C:4]1[CH:3]=[C:2]([CH3:1])[C:11]2[C:6](=[N:7][CH:8]=[CH:9][CH:10]=2)[N:5]=1, predict the reactants needed to synthesize it. The reactants are: [CH3:1][C:2]1[C:11]2[C:6](=[N:7][CH:8]=[CH:9][CH:10]=2)[NH:5][C:4](=O)[CH:3]=1.O=P(Cl)(Cl)[Cl:15]. (5) Given the product [CH3:1][CH:2]1[CH2:7][CH2:6][CH:5]([CH2:8][S:9]([NH2:12])(=[O:11])=[O:10])[CH2:4][CH2:3]1, predict the reactants needed to synthesize it. The reactants are: [CH3:1][C:2]1[CH:7]=[CH:6][C:5]([CH2:8][S:9]([NH2:12])(=[O:11])=[O:10])=[CH:4][CH:3]=1. (6) Given the product [CH3:19][C:20]1[CH:28]=[CH:27][C:23]([C:24]([NH:18][C:14]2[CH:13]=[C:12]3[C:17](=[CH:16][CH:15]=2)[N:9]([C:7](=[O:8])[CH2:6][N:1]2[CH:5]=[CH:4][CH:3]=[N:2]2)[CH2:10][CH2:11]3)=[O:25])=[C:22]([N:29]2[CH2:34][CH2:33][CH:32]([CH3:35])[CH2:31][CH2:30]2)[CH:21]=1, predict the reactants needed to synthesize it. The reactants are: [N:1]1([CH2:6][C:7]([N:9]2[C:17]3[C:12](=[CH:13][C:14]([NH2:18])=[CH:15][CH:16]=3)[CH2:11][CH2:10]2)=[O:8])[CH:5]=[CH:4][CH:3]=[N:2]1.[CH3:19][C:20]1[CH:28]=[CH:27][C:23]([C:24](O)=[O:25])=[C:22]([N:29]2[CH2:34][CH2:33][CH:32]([CH3:35])[CH2:31][CH2:30]2)[CH:21]=1.F[P-](F)(F)(F)(F)F.N1(O[P+](N2CCCC2)(N2CCCC2)N2CCCC2)C2C=CC=CC=2N=N1.C(N(C(C)C)CC)(C)C.